Dataset: Peptide-MHC class I binding affinity with 185,985 pairs from IEDB/IMGT. Task: Regression. Given a peptide amino acid sequence and an MHC pseudo amino acid sequence, predict their binding affinity value. This is MHC class I binding data. The peptide sequence is LPVEYLQVP. The MHC is HLA-B51:01 with pseudo-sequence HLA-B51:01. The binding affinity (normalized) is 0.0847.